Dataset: Forward reaction prediction with 1.9M reactions from USPTO patents (1976-2016). Task: Predict the product of the given reaction. (1) Given the reactants C1(C2C(OCC3(C(F)(F)F)CCCCC3)=CC(F)=C(C=2)C(O)=O)CC1.[CH:26]1([C:29]2[C:30]([O:39][CH2:40][C:41]3([CH3:49])[CH2:46][CH2:45][C:44]([F:48])([F:47])[CH2:43][CH2:42]3)=[CH:31][C:32]([F:38])=[C:33]([CH:37]=2)[C:34](O)=[O:35])[CH2:28][CH2:27]1.CS(N)(=O)=O.[CH3:55][NH:56][S:57]([NH2:60])(=[O:59])=[O:58], predict the reaction product. The product is: [CH:26]1([C:29]2[C:30]([O:39][CH2:40][C:41]3([CH3:49])[CH2:46][CH2:45][C:44]([F:48])([F:47])[CH2:43][CH2:42]3)=[CH:31][C:32]([F:38])=[C:33]([CH:37]=2)[C:34]([NH:60][S:57](=[O:59])(=[O:58])[NH:56][CH3:55])=[O:35])[CH2:28][CH2:27]1. (2) Given the reactants Br[C:2]1[CH:3]=[C:4]([C:17]2[O:18][C:19]3[CH:25]=[CH:24][CH:23]=[CH:22][C:20]=3[N:21]=2)[CH:5]=[C:6]([C:8]2[O:9][C:10]3[CH:16]=[CH:15][CH:14]=[CH:13][C:11]=3[N:12]=2)[CH:7]=1.[B:26]1([B:26]2[O:30][C:29]([CH3:32])([CH3:31])[C:28]([CH3:34])([CH3:33])[O:27]2)[O:30][C:29]([CH3:32])([CH3:31])[C:28]([CH3:34])([CH3:33])[O:27]1.C([O-])(=O)C.[K+], predict the reaction product. The product is: [CH3:33][C:28]1([CH3:34])[C:29]([CH3:32])([CH3:31])[O:30][B:26]([C:2]2[CH:3]=[C:4]([C:17]3[O:18][C:19]4[CH:25]=[CH:24][CH:23]=[CH:22][C:20]=4[N:21]=3)[CH:5]=[C:6]([C:8]3[O:9][C:10]4[CH:16]=[CH:15][CH:14]=[CH:13][C:11]=4[N:12]=3)[CH:7]=2)[O:27]1.